This data is from Forward reaction prediction with 1.9M reactions from USPTO patents (1976-2016). The task is: Predict the product of the given reaction. (1) Given the reactants [Na].[C:2]([O:9][CH2:10][CH3:11])(=[O:8])[C:3]([O:5]CC)=O.[C:12]([C:15]1[CH:22]=[CH:21][C:18]([C:19]#[N:20])=[CH:17][CH:16]=1)(=[O:14])[CH3:13].CCOCC, predict the reaction product. The product is: [C:19]([C:18]1[CH:21]=[CH:22][C:15]([C:12](=[O:14])/[CH:13]=[C:3](\[OH:5])/[C:2]([O:9][CH2:10][CH3:11])=[O:8])=[CH:16][CH:17]=1)#[N:20]. (2) The product is: [F:20][CH:21]([F:31])[O:22][C:23]1[CH:24]=[C:25]([CH2:26][N:4]2[CH2:3][CH2:2][N:1]([C:7]3[CH:8]=[CH:9][C:10]4[N:11]([C:13]([C:16]([F:17])([F:18])[F:19])=[N:14][N:15]=4)[N:12]=3)[CH2:6][CH2:5]2)[CH:28]=[CH:29][CH:30]=1. Given the reactants [N:1]1([C:7]2[CH:8]=[CH:9][C:10]3[N:11]([C:13]([C:16]([F:19])([F:18])[F:17])=[N:14][N:15]=3)[N:12]=2)[CH2:6][CH2:5][NH:4][CH2:3][CH2:2]1.[F:20][CH:21]([F:31])[O:22][C:23]1[CH:24]=[C:25]([CH:28]=[CH:29][CH:30]=1)[CH:26]=O, predict the reaction product. (3) Given the reactants [F:1][CH:2]([F:21])[O:3][C:4]1[CH:9]=[CH:8][C:7]([NH:10][C:11]2[CH:16]=[CH:15][C:14](/[C:17](=[N:19]\O)/[CH3:18])=[CH:13][CH:12]=2)=[CH:6][CH:5]=1.[H][H], predict the reaction product. The product is: [NH2:19][CH:17]([C:14]1[CH:15]=[CH:16][C:11]([NH:10][C:7]2[CH:8]=[CH:9][C:4]([O:3][CH:2]([F:1])[F:21])=[CH:5][CH:6]=2)=[CH:12][CH:13]=1)[CH3:18]. (4) The product is: [CH2:12]([O:19][C@@H:20]1[C@@H:32]([O:33][CH2:34][C:35]2[CH:40]=[CH:39][CH:38]=[CH:37][CH:36]=2)[C@H:31]([O:41][CH2:42][C:43]2[CH:44]=[CH:45][CH:46]=[CH:47][CH:48]=2)[C@@H:30]([CH2:49][O:50][CH2:51][C:52]2[CH:53]=[CH:54][CH:55]=[CH:56][CH:57]=2)[O:29][C@H:21]1[C:6]1[CH:7]=[C:2]([Br:1])[C:3]([O:10][CH3:11])=[CH:4][C:5]=1[O:8][CH3:9])[C:13]1[CH:14]=[CH:15][CH:16]=[CH:17][CH:18]=1. Given the reactants [Br:1][C:2]1[CH:7]=[CH:6][C:5]([O:8][CH3:9])=[CH:4][C:3]=1[O:10][CH3:11].[CH2:12]([O:19][C@@H:20]1[C@@H:32]([O:33][CH2:34][C:35]2[CH:40]=[CH:39][CH:38]=[CH:37][CH:36]=2)[C@H:31]([O:41][CH2:42][C:43]2[CH:48]=[CH:47][CH:46]=[CH:45][CH:44]=2)[C@@H:30]([CH2:49][O:50][CH2:51][C:52]2[CH:57]=[CH:56][CH:55]=[CH:54][CH:53]=2)[O:29][C@@H:21]1OC(=O)C(F)(F)F)[C:13]1[CH:18]=[CH:17][CH:16]=[CH:15][CH:14]=1.O, predict the reaction product.